This data is from Reaction yield outcomes from USPTO patents with 853,638 reactions. The task is: Predict the reaction yield, written as a fraction of the theoretical maximum amount of product (1.0 means a 100% yield; for example, 0.34 means a 34% yield). (1) The reactants are C(Cl)(=O)C(Cl)=O.CS(C)=O.[OH:11][CH:12]1[CH2:15][CH:14]([C:16]([O:18][CH3:19])=[O:17])[CH2:13]1. The catalyst is C(Cl)Cl. The product is [O:11]=[C:12]1[CH2:15][CH:14]([C:16]([O:18][CH3:19])=[O:17])[CH2:13]1. The yield is 1.00. (2) The reactants are [Mn]([O-])(=O)(=O)=[O:2].[K+].[CH3:7][O:8][C:9]1[C:10]([N+:19]([O-:21])=[O:20])=[C:11]([CH:14]=[CH:15][C:16]=1[O:17][CH3:18])[CH:12]=[O:13]. The catalyst is C(O)(=O)C. The product is [CH3:7][O:8][C:9]1[C:10]([N+:19]([O-:21])=[O:20])=[C:11]([CH:14]=[CH:15][C:16]=1[O:17][CH3:18])[C:12]([OH:2])=[O:13]. The yield is 0.810. (3) The reactants are [I-].[Na+].C[Si](Cl)(C)C.[F:8][C:9]1[CH:25]=[C:24]([C:26]([F:29])([F:28])[F:27])[CH:23]=[C:22]([C:30]([F:33])([F:32])[F:31])[C:10]=1[C:11]([NH:13][C:14]1[CH:19]=[CH:18][N:17]=[C:16]([O:20]C)[CH:15]=1)=[O:12]. The catalyst is C(#N)C.O. The product is [F:8][C:9]1[CH:25]=[C:24]([C:26]([F:28])([F:29])[F:27])[CH:23]=[C:22]([C:30]([F:33])([F:31])[F:32])[C:10]=1[C:11]([NH:13][C:14]1[CH:19]=[CH:18][NH:17][C:16](=[O:20])[CH:15]=1)=[O:12]. The yield is 0.830.